Dataset: HIV replication inhibition screening data with 41,000+ compounds from the AIDS Antiviral Screen. Task: Binary Classification. Given a drug SMILES string, predict its activity (active/inactive) in a high-throughput screening assay against a specified biological target. The compound is OC1CN(OCc2ccccc2)CC(O)C1O. The result is 0 (inactive).